Dataset: Forward reaction prediction with 1.9M reactions from USPTO patents (1976-2016). Task: Predict the product of the given reaction. (1) Given the reactants [NH2:1][C:2]1[CH:3]=[C:4]([CH:9]=[CH:10][C:11]=1[CH3:12])[C:5]([O:7]C)=O.N1CCCN2CCCN=C12.[CH3:23][N:24]1[CH2:29][CH2:28][N:27]([C:30]2[CH:35]=[CH:34][CH:33]=[CH:32][C:31]=2[CH2:36][NH2:37])[CH2:26][CH2:25]1, predict the reaction product. The product is: [NH2:1][C:2]1[CH:3]=[C:4]([CH:9]=[CH:10][C:11]=1[CH3:12])[C:5]([NH:37][CH2:36][C:31]1[CH:32]=[CH:33][CH:34]=[CH:35][C:30]=1[N:27]1[CH2:26][CH2:25][N:24]([CH3:23])[CH2:29][CH2:28]1)=[O:7]. (2) Given the reactants Br[C:2]1[CH:7]=[CH:6][C:5]([N:8]2[C:12]([CH2:13][C@@H:14]3[CH2:18][CH2:17][N:16]([C:19]([CH:21]4[CH2:23][CH2:22]4)=[O:20])[CH2:15]3)=[N:11][NH:10][C:9]2=[O:24])=[C:4]([CH3:25])[CH:3]=1.CC1(C)C(C)(C)OB([C:34]2[CH:35]=[CH:36][C:37]3[O:41][CH:40]=[CH:39][C:38]=3[CH:42]=2)O1.C([O-])([O-])=O.[K+].[K+].O1CCOCC1, predict the reaction product. The product is: [O:41]1[C:37]2[CH:36]=[CH:35][C:34]([C:2]3[CH:7]=[CH:6][C:5]([N:8]4[C:12]([CH2:13][C@@H:14]5[CH2:18][CH2:17][N:16]([C:19]([CH:21]6[CH2:23][CH2:22]6)=[O:20])[CH2:15]5)=[N:11][NH:10][C:9]4=[O:24])=[C:4]([CH3:25])[CH:3]=3)=[CH:42][C:38]=2[CH:39]=[CH:40]1. (3) Given the reactants [NH2:1][C:2]1[C:3](=[O:9])[NH:4][C:5](=[O:8])[NH:6][CH:7]=1.[F:10][C:11]1[CH:25]=[CH:24][C:14]([C:15]([C:17]2[CH:22]=[CH:21][C:20]([F:23])=[CH:19][CH:18]=2)=O)=[CH:13][CH:12]=1, predict the reaction product. The product is: [NH:6]1[CH:7]=[C:2]([N:1]=[C:15]([C:14]2[CH:24]=[CH:25][C:11]([F:10])=[CH:12][CH:13]=2)[C:17]2[CH:18]=[CH:19][C:20]([F:23])=[CH:21][CH:22]=2)[C:3](=[O:9])[NH:4][C:5]1=[O:8]. (4) The product is: [CH3:1][C:2]1[C:3]([CH2:9][N:10]([CH:15]2[C:24]3[N:23]=[CH:22][CH:21]=[CH:20][C:19]=3[CH2:18][CH2:17][CH2:16]2)[CH2:11][CH2:12][CH2:13][NH:14][C:30]([NH2:29])=[O:31])=[N:4][CH:5]=[C:6]([CH3:8])[CH:7]=1. Given the reactants [CH3:1][C:2]1[C:3]([CH2:9][N:10]([CH:15]2[C:24]3[N:23]=[CH:22][CH:21]=[CH:20][C:19]=3[CH2:18][CH2:17][CH2:16]2)[CH2:11][CH2:12][CH2:13][NH2:14])=[N:4][CH:5]=[C:6]([CH3:8])[CH:7]=1.C[Si]([N:29]=[C:30]=[O:31])(C)C, predict the reaction product. (5) Given the reactants [CH:1]([N:14]1[CH2:17][CH:16]([C:18]([OH:20])=[O:19])[CH2:15]1)([C:8]1[CH:13]=[CH:12][CH:11]=[CH:10][CH:9]=1)[C:2]1[CH:7]=[CH:6][CH:5]=[CH:4][CH:3]=1.[C:21](=O)([O-])[O-].[K+].[K+].IC, predict the reaction product. The product is: [CH:1]([N:14]1[CH2:15][CH:16]([C:18]([O:20][CH3:21])=[O:19])[CH2:17]1)([C:8]1[CH:13]=[CH:12][CH:11]=[CH:10][CH:9]=1)[C:2]1[CH:3]=[CH:4][CH:5]=[CH:6][CH:7]=1. (6) Given the reactants [Br:1][C:2]1[C:3](=O)[NH:4][CH:5]=[N:6][C:7]=1[C:8]([F:11])([F:10])[F:9].P(Cl)(Cl)([Cl:15])=O, predict the reaction product. The product is: [Br:1][C:2]1[C:3]([Cl:15])=[N:4][CH:5]=[N:6][C:7]=1[C:8]([F:11])([F:10])[F:9]. (7) Given the reactants [CH:1]([Si:4]([CH:19]([CH3:21])[CH3:20])([CH:16]([CH3:18])[CH3:17])[O:5][CH2:6][C:7]1[CH:8]=[C:9]2[C:13](=[CH:14][CH:15]=1)[NH:12][CH:11]=[CH:10]2)([CH3:3])[CH3:2].[C:22](C1C2C(=CC=C(OC(F)(F)F)C=2)N(CC(O)=O)C=1)(=[O:24])[CH3:23], predict the reaction product. The product is: [CH:19]([Si:4]([CH:1]([CH3:3])[CH3:2])([CH:16]([CH3:18])[CH3:17])[O:5][CH2:6][C:7]1[CH:8]=[C:9]2[C:13](=[CH:14][CH:15]=1)[NH:12][CH:11]=[C:10]2[C:22](=[O:24])[CH3:23])([CH3:21])[CH3:20].